From a dataset of Full USPTO retrosynthesis dataset with 1.9M reactions from patents (1976-2016). Predict the reactants needed to synthesize the given product. (1) Given the product [I:22][C:21]1[C:15]2[C:16](=[N:17][CH:18]=[C:13]([C:5]3[CH:6]=[C:7]([O:11][CH3:12])[C:8]([O:9][CH3:10])=[C:3]([O:2][CH3:1])[CH:4]=3)[CH:14]=2)[NH:19][CH:20]=1, predict the reactants needed to synthesize it. The reactants are: [CH3:1][O:2][C:3]1[CH:4]=[C:5]([C:13]2[CH:14]=[C:15]3[CH:21]=[CH:20][NH:19][C:16]3=[N:17][CH:18]=2)[CH:6]=[C:7]([O:11][CH3:12])[C:8]=1[O:9][CH3:10].[I:22]N1C(=O)CCC1=O. (2) Given the product [CH2:1]([NH:8][C:9]1[CH:14]=[CH:13][C:12]([CH2:15][C:16]2[CH:21]=[C:20]([C:22]3[C:23]([NH2:29])=[N:24][C:25]([NH2:28])=[CH:26][CH:27]=3)[O:18][N:17]=2)=[CH:11][CH:10]=1)[C:2]1[CH:7]=[CH:6][CH:5]=[CH:4][CH:3]=1, predict the reactants needed to synthesize it. The reactants are: [CH2:1]([NH:8][C:9]1[CH:14]=[CH:13][C:12]([CH2:15][C:16](Cl)=[N:17][OH:18])=[CH:11][CH:10]=1)[C:2]1[CH:7]=[CH:6][CH:5]=[CH:4][CH:3]=1.[C:20]([C:22]1[C:23]([NH2:29])=[N:24][C:25]([NH2:28])=[CH:26][CH:27]=1)#[CH:21].C(N(CC)CC)C. (3) Given the product [O:13]=[C:11]([NH:23][S:20]([C:14]1[CH:19]=[CH:18][CH:17]=[CH:16][CH:15]=1)(=[O:22])=[O:21])[CH2:10][CH2:9][NH:8][C:6](=[O:7])[O:5][C:1]([CH3:2])([CH3:3])[CH3:4], predict the reactants needed to synthesize it. The reactants are: [C:1]([O:5][C:6]([NH:8][CH2:9][CH2:10][C:11]([OH:13])=O)=[O:7])([CH3:4])([CH3:3])[CH3:2].[C:14]1([S:20]([NH2:23])(=[O:22])=[O:21])[CH:19]=[CH:18][CH:17]=[CH:16][CH:15]=1.CCN=C=NCCCN(C)C. (4) Given the product [NH:17]1[C:18]2[C:14](=[C:13]([CH2:12][CH2:11][NH:7][CH2:8][CH2:9][CH3:10])[CH:21]=[CH:20][CH:19]=2)[CH:15]=[N:16]1, predict the reactants needed to synthesize it. The reactants are: C(OC(=O)[N:7]([CH2:11][CH2:12][C:13]1[CH:21]=[CH:20][CH:19]=[C:18]2[C:14]=1[CH:15]=[N:16][N:17]2C(=O)C)[CH2:8][CH2:9][CH3:10])(C)(C)C.O1CCOCC1. (5) Given the product [C:21]([O:22][C:33]([N:2]1[C@H:3]([C:14]([OH:16])=[O:15])[CH2:4][C:5]2[C:13]3[C:8](=[CH:9][CH:10]=[CH:11][CH:12]=3)[NH:7][C:6]=2[CH2:1]1)=[O:32])([CH3:20])([CH3:23])[CH3:26], predict the reactants needed to synthesize it. The reactants are: [CH2:1]1[C:6]2[NH:7][C:8]3[C:13]([C:5]=2[CH2:4][C@@H:3]([C:14]([OH:16])=[O:15])[NH:2]1)=[CH:12][CH:11]=[CH:10][CH:9]=3.[OH-].[Na+].C(O)(=O)[CH2:20][C:21]([CH2:26]C(O)=O)([C:23](O)=O)[OH:22].[O:32]1CCOC[CH2:33]1. (6) The reactants are: [NH2:1][C:2]1[CH:11]=[CH:10][C:9]([C:12]([NH2:14])=[O:13])=[C:8]2[C:3]=1[CH:4]=[CH:5][CH:6]=[N:7]2.C(OC([N:22]1[CH2:26][C@H:25]([C:27]2[CH:32]=[CH:31][CH:30]=[CH:29][CH:28]=2)[CH2:24][CH:23]1[C:33](O)=[O:34])=O)(C)(C)C. Given the product [C:27]1([C@H:25]2[CH2:26][NH:22][CH:23]([C:33]([NH:1][C:2]3[CH:11]=[CH:10][C:9]([C:12]([NH2:14])=[O:13])=[C:8]4[C:3]=3[CH:4]=[CH:5][CH:6]=[N:7]4)=[O:34])[CH2:24]2)[CH:28]=[CH:29][CH:30]=[CH:31][CH:32]=1, predict the reactants needed to synthesize it. (7) Given the product [C:1]([O:5][C:6]([N:8]([CH2:38][C:39]1[CH:40]=[CH:41][C:42]([O:45][CH3:46])=[CH:43][CH:44]=1)[C:9]1[CH:14]=[C:13]([CH2:15][C@H:16]2[C:19](=[O:20])[NH:18][C@@H:17]2[C:28]([O:30][CH2:31][C:32]2[CH:33]=[CH:34][CH:35]=[CH:36][CH:37]=2)=[O:29])[CH:12]=[CH:11][N:10]=1)=[O:7])([CH3:3])([CH3:4])[CH3:2], predict the reactants needed to synthesize it. The reactants are: [C:1]([O:5][C:6]([N:8]([CH2:38][C:39]1[CH:44]=[CH:43][C:42]([O:45][CH3:46])=[CH:41][CH:40]=1)[C:9]1[CH:14]=[C:13]([CH2:15][C@H:16]2[C:19](=[O:20])[N:18]([Si](C(C)(C)C)(C)C)[C@@H:17]2[C:28]([O:30][CH2:31][C:32]2[CH:37]=[CH:36][CH:35]=[CH:34][CH:33]=2)=[O:29])[CH:12]=[CH:11][N:10]=1)=[O:7])([CH3:4])([CH3:3])[CH3:2].C(O)(=O)C.[F-].[NH4+]. (8) Given the product [CH3:29][O:28][C:25]1[CH:26]=[CH:27][C:22]([C:16]2[N:17]=[C:18]([S:20][CH3:21])[O:19][C:15]=2[C:12]2[CH:13]=[CH:14][C:9]([OH:8])=[CH:10][CH:11]=2)=[CH:23][CH:24]=1, predict the reactants needed to synthesize it. The reactants are: C([O:8][C:9]1[CH:14]=[CH:13][C:12]([C:15]2[O:19][C:18]([S:20][CH3:21])=[N:17][C:16]=2[C:22]2[CH:27]=[CH:26][C:25]([O:28][CH3:29])=[CH:24][CH:23]=2)=[CH:11][CH:10]=1)C1C=CC=CC=1.C[Si](I)(C)C. (9) The reactants are: [CH2:1]([CH:3]1[C:8](=O)[NH:7][C:6]2[CH:10]=[CH:11][CH:12]=[C:13]([CH:14]([CH3:16])[CH3:15])[C:5]=2[O:4]1)[CH3:2].B.O1CCCC1.Cl.C(=O)([O-])O.[Na+]. Given the product [CH2:1]([CH:3]1[CH2:8][NH:7][C:6]2[CH:10]=[CH:11][CH:12]=[C:13]([CH:14]([CH3:15])[CH3:16])[C:5]=2[O:4]1)[CH3:2], predict the reactants needed to synthesize it. (10) Given the product [N:15]1([CH:11]2[CH2:12][CH2:13][N:8]([C:1]([O:3][C:4]([CH3:7])([CH3:6])[CH3:5])=[O:2])[CH2:9][CH2:10]2)[CH2:21][CH2:20][CH2:19][CH2:18][CH2:17][CH2:16]1, predict the reactants needed to synthesize it. The reactants are: [C:1]([N:8]1[CH2:13][CH2:12][C:11](=O)[CH2:10][CH2:9]1)([O:3][C:4]([CH3:7])([CH3:6])[CH3:5])=[O:2].[NH:15]1[CH2:21][CH2:20][CH2:19][CH2:18][CH2:17][CH2:16]1.C(O)(=O)C.C(O[BH-](OC(=O)C)OC(=O)C)(=O)C.[Na+].C(=O)([O-])O.[Na+].